This data is from Reaction yield outcomes from USPTO patents with 853,638 reactions. The task is: Predict the reaction yield, written as a fraction of the theoretical maximum amount of product (1.0 means a 100% yield; for example, 0.34 means a 34% yield). The reactants are Br.Br[CH:3]([CH3:12])[C:4]([C:6]1[CH:11]=[CH:10][N:9]=[CH:8][CH:7]=1)=O.[CH2:13]1[C:21]2[C:16](=[CH:17][C:18]([NH:22][C:23]([NH2:25])=[S:24])=[CH:19][CH:20]=2)[CH2:15][CH2:14]1.N. The catalyst is CCO.O. The product is [CH2:13]1[C:21]2[C:16](=[CH:17][C:18]([NH:22][C:23]3[S:24][C:3]([CH3:12])=[C:4]([C:6]4[CH:11]=[CH:10][N:9]=[CH:8][CH:7]=4)[N:25]=3)=[CH:19][CH:20]=2)[CH2:15][CH2:14]1. The yield is 0.900.